This data is from Full USPTO retrosynthesis dataset with 1.9M reactions from patents (1976-2016). The task is: Predict the reactants needed to synthesize the given product. (1) The reactants are: [C:1]([C:4]1[S:8][C:7]([C:9]([OH:11])=O)=[CH:6][CH:5]=1)(=[O:3])[CH3:2].CCN=C=NCCCN(C)C.C1C=CC2N(O)N=NC=2C=1.Cl.[CH3:34][NH:35][O:36][CH3:37].CN1CCOCC1. Given the product [C:1]([C:4]1[S:8][C:7]([C:9]([N:35]([O:36][CH3:37])[CH3:34])=[O:11])=[CH:6][CH:5]=1)(=[O:3])[CH3:2], predict the reactants needed to synthesize it. (2) Given the product [C:16]([O:8][C:3]1[CH:4]=[CH:5][CH:6]=[CH:7][C:2]=1[Cl:1])(=[O:19])[CH2:17][CH3:18], predict the reactants needed to synthesize it. The reactants are: [Cl:1][C:2]1[CH:7]=[CH:6][CH:5]=[CH:4][C:3]=1[OH:8].C(N(CC)CC)C.[C:16](Cl)(=[O:19])[CH2:17][CH3:18]. (3) Given the product [CH3:18][C:19]1[N:23]([CH2:2][C:3]2[CH:8]=[CH:7][C:6]([B:9]3[O:17][C:14]([CH3:16])([CH3:15])[C:11]([CH3:13])([CH3:12])[O:10]3)=[CH:5][CH:4]=2)[C:22]2[CH:24]=[CH:25][CH:26]=[CH:27][C:21]=2[N:20]=1, predict the reactants needed to synthesize it. The reactants are: Br[CH2:2][C:3]1[CH:8]=[CH:7][C:6]([B:9]2[O:17][C:14]([CH3:16])([CH3:15])[C:11]([CH3:13])([CH3:12])[O:10]2)=[CH:5][CH:4]=1.[CH3:18][C:19]1[NH:20][C:21]2[CH:27]=[CH:26][CH:25]=[CH:24][C:22]=2[N:23]=1.[I-].[K+].C([O-])([O-])=O.[K+].[K+]. (4) Given the product [N+:1]([C:4]1[CH:5]=[C:6]([C:14]2[S:18][C:17]([N:19]3[CH2:24][CH2:23][CH:22]([C:25]([O:27][CH2:28][CH3:29])=[O:26])[CH2:21][CH2:20]3)=[N:16][CH:15]=2)[CH:7]=[CH:8][CH:9]=1)([O-:3])=[O:2], predict the reactants needed to synthesize it. The reactants are: [N+:1]([C:4]1[CH:5]=[C:6](B(O)O)[CH:7]=[CH:8][CH:9]=1)([O-:3])=[O:2].Br[C:14]1[S:18][C:17]([N:19]2[CH2:24][CH2:23][CH:22]([C:25]([O:27][CH2:28][CH3:29])=[O:26])[CH2:21][CH2:20]2)=[N:16][CH:15]=1.CC1C=CC=CC=1P(C1C=CC=CC=1C)C1C=CC=CC=1C.C(=O)([O-])[O-].[Na+].[Na+].